The task is: Predict the reactants needed to synthesize the given product.. This data is from Full USPTO retrosynthesis dataset with 1.9M reactions from patents (1976-2016). (1) Given the product [NH:36]1[CH2:37][CH:34]([N:30]2[C:31]3[C:27](=[CH:26][C:25]([C:21]4[CH:20]=[C:19]([C:17]5[S:18][C:14]6[C:13]([C:48]7[CH:49]=[CH:50][C:51]([Cl:54])=[CH:52][CH:53]=7)=[C:12]([C@H:6]([O:5][C:1]([CH3:4])([CH3:3])[CH3:2])[C:7]([O:9][CH2:10][CH3:11])=[O:8])[C:46]([CH3:47])=[CH:45][C:15]=6[N:16]=5)[CH:24]=[CH:23][N:22]=4)=[CH:33][CH:32]=3)[CH:28]=[N:29]2)[CH2:35]1, predict the reactants needed to synthesize it. The reactants are: [C:1]([O:5][C@@H:6]([C:12]1[C:46]([CH3:47])=[CH:45][C:15]2[N:16]=[C:17]([C:19]3[CH:24]=[CH:23][N:22]=[C:21]([C:25]4[CH:26]=[C:27]5[C:31](=[CH:32][CH:33]=4)[N:30]([CH:34]4[CH2:37][N:36](C(OC(C)(C)C)=O)[CH2:35]4)[N:29]=[CH:28]5)[CH:20]=3)[S:18][C:14]=2[C:13]=1[C:48]1[CH:53]=[CH:52][C:51]([Cl:54])=[CH:50][CH:49]=1)[C:7]([O:9][CH2:10][CH3:11])=[O:8])([CH3:4])([CH3:3])[CH3:2].Cl.CCOC(C)=O. (2) Given the product [ClH:1].[ClH:31].[Cl:1][C:2]1[C:3]([NH:26][S:27]([CH3:30])(=[O:29])=[O:28])=[CH:4][C:5]([C:8]2[CH:9]=[CH:10][C:11]3[O:17][CH2:16][CH2:15][NH:14][CH2:13][C:12]=3[CH:25]=2)=[CH:6][N:7]=1, predict the reactants needed to synthesize it. The reactants are: [Cl:1][C:2]1[N:7]=[CH:6][C:5]([C:8]2[CH:9]=[CH:10][C:11]3[O:17][CH2:16][CH2:15][N:14](C(OC(C)(C)C)=O)[CH2:13][C:12]=3[CH:25]=2)=[CH:4][C:3]=1[NH:26][S:27]([CH3:30])(=[O:29])=[O:28].[ClH:31].O1CCOCC1. (3) Given the product [C:1]([O:5][C:6]([N:8]1[CH2:17][C:16]2[N:12]([C:13]([CH:18]3[CH2:19][CH2:20][C:21]([OH:24])([C:30]4[CH:35]=[CH:34][CH:33]=[CH:32][CH:31]=4)[CH2:22][CH2:23]3)=[N:14][N:15]=2)[C:11]2[CH:25]=[CH:26][C:27]([Cl:29])=[CH:28][C:10]=2[CH2:9]1)=[O:7])([CH3:4])([CH3:2])[CH3:3], predict the reactants needed to synthesize it. The reactants are: [C:1]([O:5][C:6]([N:8]1[CH2:17][C:16]2[N:12]([C:13]([CH:18]3[CH2:23][CH2:22][C:21](=[O:24])[CH2:20][CH2:19]3)=[N:14][N:15]=2)[C:11]2[CH:25]=[CH:26][C:27]([Cl:29])=[CH:28][C:10]=2[CH2:9]1)=[O:7])([CH3:4])([CH3:3])[CH3:2].[C:30]1([Mg]Cl)[CH:35]=[CH:34][CH:33]=[CH:32][CH:31]=1. (4) Given the product [CH2:1]([O:5][CH2:14][C:15]1[CH:20]=[CH:19][CH:18]=[CH:17][CH:16]=1)[CH2:2][CH:3]=[CH2:4], predict the reactants needed to synthesize it. The reactants are: [CH2:1]([OH:5])[CH2:2][CH:3]=[CH2:4].[OH-].[Na+].CCCCCC.[CH2:14](Br)[C:15]1[CH:20]=[CH:19][CH:18]=[CH:17][CH:16]=1. (5) Given the product [C:23]([O:22][C:20](=[O:21])[NH:19][C:16]1[CH:17]=[CH:18][C:8]([NH2:7])=[C:9]([NH:10][CH2:11][CH:12]([CH3:13])[CH3:14])[CH:15]=1)([CH3:26])([CH3:25])[CH3:24], predict the reactants needed to synthesize it. The reactants are: C(OC(C1[N:10]([CH2:11][CH:12]([CH3:14])[CH3:13])[C:9]2[CH:15]=[C:16]([NH:19][C:20]([O:22][C:23]([CH3:26])([CH3:25])[CH3:24])=[O:21])[CH:17]=[CH:18][C:8]=2[N:7]=1)=O)C.C(OCC)(=O)C=O.C1(C)C=CC=CC=1.